From a dataset of Full USPTO retrosynthesis dataset with 1.9M reactions from patents (1976-2016). Predict the reactants needed to synthesize the given product. (1) Given the product [CH3:22][O:21][C:19]([C:9]1[N:8]([CH2:1][C:2]2[CH:3]=[CH:4][CH:5]=[CH:6][CH:7]=2)[C:12]([C:13]([O:15][CH3:16])=[O:14])=[C:11]2[O:17][CH2:24][CH2:25][O:18][C:10]=12)=[O:20], predict the reactants needed to synthesize it. The reactants are: [CH2:1]([N:8]1[C:12]([C:13]([O:15][CH3:16])=[O:14])=[C:11]([OH:17])[C:10]([OH:18])=[C:9]1[C:19]([O:21][CH3:22])=[O:20])[C:2]1[CH:7]=[CH:6][CH:5]=[CH:4][CH:3]=1.Br[CH2:24][CH2:25]Br.C(=O)([O-])[O-].[K+].[K+]. (2) The reactants are: [H-].COCCO[Al+]OCCOC.[Na+].[H-].[CH2:15]([O:22][C:23]1[CH:24]=[C:25]([CH:29]([OH:33])[C:30]#[C:31][CH3:32])[CH:26]=[CH:27][CH:28]=1)[C:16]1[CH:21]=[CH:20][CH:19]=[CH:18][CH:17]=1. Given the product [CH2:15]([O:22][C:23]1[CH:24]=[C:25]([CH:29]([OH:33])/[CH:30]=[CH:31]/[CH3:32])[CH:26]=[CH:27][CH:28]=1)[C:16]1[CH:17]=[CH:18][CH:19]=[CH:20][CH:21]=1, predict the reactants needed to synthesize it.